This data is from Forward reaction prediction with 1.9M reactions from USPTO patents (1976-2016). The task is: Predict the product of the given reaction. (1) Given the reactants [C:1]([C:4]1[CH:5]=[C:6]2[C:11](=[CH:12][CH:13]=1)[C:9](=[O:10])[O:8][CH2:7]2)([OH:3])=O.S(Cl)(Cl)=O.CN(C)C=O.[NH2:23][C:24]([CH3:28])([CH3:27])[CH2:25][OH:26], predict the reaction product. The product is: [O:10]=[C:9]1[C:11]2[C:6](=[CH:5][C:4]([C:1]([NH:23][C:24]([CH3:28])([CH3:27])[CH2:25][OH:26])=[O:3])=[CH:13][CH:12]=2)[CH2:7][O:8]1. (2) Given the reactants [Cl:1][C:2]1[CH:10]=[C:9]([Cl:11])[CH:8]=[CH:7][C:3]=1[C:4]([OH:6])=[O:5].[Br:12]Br.O, predict the reaction product. The product is: [Br:12][C:8]1[C:9]([Cl:11])=[CH:10][C:2]([Cl:1])=[C:3]([CH:7]=1)[C:4]([OH:6])=[O:5]. (3) Given the reactants [CH:1]([C:4]1[CH:5]=[C:6]([C:10]2(O)[CH2:15][CH2:14][CH2:13][CH2:12][CH2:11]2)[CH:7]=[CH:8][CH:9]=1)([CH3:3])[CH3:2].[N-:17]=[N+:18]=[N-:19].[Na+].FC(F)(F)C(O)=O.[OH-].[NH4+], predict the reaction product. The product is: [CH:1]([C:4]1[CH:5]=[C:6]([C:10]2([N:17]=[N+:18]=[N-:19])[CH2:15][CH2:14][CH2:13][CH2:12][CH2:11]2)[CH:7]=[CH:8][CH:9]=1)([CH3:3])[CH3:2]. (4) Given the reactants [N+:1]([C:4]1[CH:9]=[CH:8][C:7]([CH2:10][CH2:11][NH:12][CH2:13][CH2:14][O:15][C:16]2[CH:21]=[CH:20][C:19]([N+:22]([O-:24])=[O:23])=[CH:18][CH:17]=2)=[CH:6][CH:5]=1)([O-:3])=[O:2].Br[CH2:26][CH2:27][CH2:28][CH2:29][CH2:30][CH2:31][N:32]1[C:40](=[O:41])[C:39]2[C:34](=[CH:35][CH:36]=[CH:37][CH:38]=2)[C:33]1=[O:42].CCN(C(C)C)C(C)C, predict the reaction product. The product is: [N+:1]([C:4]1[CH:9]=[CH:8][C:7]([CH2:10][CH2:11][N:12]([CH2:13][CH2:14][O:15][C:16]2[CH:17]=[CH:18][C:19]([N+:22]([O-:24])=[O:23])=[CH:20][CH:21]=2)[CH2:26][CH2:27][CH2:28][CH2:29][CH2:30][CH2:31][N:32]2[C:33](=[O:42])[C:34]3[C:39](=[CH:38][CH:37]=[CH:36][CH:35]=3)[C:40]2=[O:41])=[CH:6][CH:5]=1)([O-:3])=[O:2]. (5) Given the reactants [S:1](=[O:3])=[O:2].[Cl:4][C:5]1[C:11]([Cl:12])=[CH:10][C:8](N)=[C:7]([F:13])[CH:6]=1.[N:14]([O-])=O.[Na+].CCOCC, predict the reaction product. The product is: [Cl:4][C:5]1[C:11]([Cl:12])=[CH:10][C:8]([S:1]([NH2:14])(=[O:3])=[O:2])=[C:7]([F:13])[CH:6]=1. (6) Given the reactants [CH:1]([N:14]1[CH2:17][C:16](Cl)([CH3:18])[CH2:15]1)([C:8]1[CH:13]=[CH:12][CH:11]=[CH:10][CH:9]=1)[C:2]1[CH:7]=[CH:6][CH:5]=[CH:4][CH:3]=1.[N-:20]=[N+:21]=[N-:22].[Na+], predict the reaction product. The product is: [N:20]([C:16]1([CH3:18])[CH2:17][N:14]([CH:1]([C:8]2[CH:13]=[CH:12][CH:11]=[CH:10][CH:9]=2)[C:2]2[CH:7]=[CH:6][CH:5]=[CH:4][CH:3]=2)[CH2:15]1)=[N+:21]=[N-:22]. (7) Given the reactants [CH3:1][O:2][CH:3]([O:20][CH3:21])[CH2:4][N:5]1[C:14]2[C:9](=[N:10][CH:11]=[C:12]([C:15]([F:18])([F:17])[F:16])[CH:13]=2)[CH2:8][CH2:7][C:6]1=[O:19].ClC1C(=O)C(C#N)=C(C#N)C(=O)C=1Cl.O.[OH-].[Na+], predict the reaction product. The product is: [CH3:21][O:20][CH:3]([O:2][CH3:1])[CH2:4][N:5]1[C:14]2[C:9](=[N:10][CH:11]=[C:12]([C:15]([F:18])([F:17])[F:16])[CH:13]=2)[CH:8]=[CH:7][C:6]1=[O:19]. (8) Given the reactants Br[C:2]1[CH:3]=[N:4][C:5]([N:8]2[C:16]3[C:11](=[CH:12][CH:13]=[C:14]([C:17]([N:19]4[CH2:24][CH2:23][O:22][CH2:21][CH2:20]4)=[O:18])[CH:15]=3)[C:10]3([CH2:26][CH2:25]3)[CH2:9]2)=[N:6][CH:7]=1.O.C([O-])([O-])=O.[K+].[K+].[C:34]([C:37]1[S:41][C:40](B(O)O)=[CH:39][CH:38]=1)(=[O:36])[CH3:35], predict the reaction product. The product is: [N:19]1([C:17]([C:14]2[CH:15]=[C:16]3[C:11]([C:10]4([CH2:26][CH2:25]4)[CH2:9][N:8]3[C:5]3[N:4]=[CH:3][C:2]([C:40]4[S:41][C:37]([C:34](=[O:36])[CH3:35])=[CH:38][CH:39]=4)=[CH:7][N:6]=3)=[CH:12][CH:13]=2)=[O:18])[CH2:24][CH2:23][O:22][CH2:21][CH2:20]1.